This data is from Reaction yield outcomes from USPTO patents with 853,638 reactions. The task is: Predict the reaction yield, written as a fraction of the theoretical maximum amount of product (1.0 means a 100% yield; for example, 0.34 means a 34% yield). The reactants are [Br:1][C:2]1[CH:3]=[C:4]2[C:9](=[CH:10][C:11]=1[O:12][CH3:13])[N:8]=[C:7]([CH3:14])[CH:6]=[C:5]2[Cl:15].[NH:16]1[CH2:20][CH2:19][CH2:18][CH2:17]1.N1C=CC=CC=1.[Na+].[I-]. The catalyst is CCO. The product is [ClH:15].[Br:1][C:2]1[CH:3]=[C:4]2[C:9](=[CH:10][C:11]=1[O:12][CH3:13])[N:8]=[C:7]([CH3:14])[CH:6]=[C:5]2[N:16]1[CH2:20][CH2:19][CH2:18][CH2:17]1. The yield is 0.682.